From a dataset of Full USPTO retrosynthesis dataset with 1.9M reactions from patents (1976-2016). Predict the reactants needed to synthesize the given product. (1) Given the product [CH3:1][O:2][C:3]([C:5]1[CH:6]=[C:7]2[C:11](=[CH:12][CH:13]=1)[N:10]([CH2:25][C:26]1[CH:31]=[CH:30][C:29]([S:32][C:33]([F:36])([F:34])[F:35])=[CH:28][CH:27]=1)[C:9]([CH2:14][O:15][C:16]1[CH:21]=[CH:20][CH:19]=[CH:18][CH:17]=1)=[CH:8]2)=[O:4], predict the reactants needed to synthesize it. The reactants are: [CH3:1][O:2][C:3]([C:5]1[CH:6]=[C:7]2[C:11](=[CH:12][CH:13]=1)[NH:10][C:9]([CH2:14][O:15][C:16]1[CH:21]=[CH:20][CH:19]=[CH:18][CH:17]=1)=[CH:8]2)=[O:4].[H-].[Na+].Br[CH2:25][C:26]1[CH:31]=[CH:30][C:29]([S:32][C:33]([F:36])([F:35])[F:34])=[CH:28][CH:27]=1. (2) Given the product [CH3:1][C@H:2]1[CH2:6][CH2:5][CH2:4][N:3]1[C@H:7]1[CH2:11][CH2:10][N:9]([C:12]2[CH:13]=[C:14]3[C:19](=[CH:20][CH:21]=2)[CH2:18][NH:17][CH2:16][CH2:15]3)[CH2:8]1, predict the reactants needed to synthesize it. The reactants are: [CH3:1][C@H:2]1[CH2:6][CH2:5][CH2:4][N:3]1[C@H:7]1[CH2:11][CH2:10][N:9]([C:12]2[CH:13]=[C:14]3[C:19](=[CH:20][CH:21]=2)[CH2:18][N:17](S(C2C=CC(C)=CC=2)(=O)=O)[CH2:16][CH2:15]3)[CH2:8]1.COCCO[AlH2-]OCCOC.[Na+].C(OCC)(=O)C.[OH-].[Na+]. (3) The reactants are: [CH:1]12[CH2:8][CH:5]([CH2:6][CH2:7]1)[C:4](=[O:9])[CH2:3][C:2]2=[O:10].[Cl:11][C:12]1[CH:17]=[CH:16][C:15]([N:18]=[C:19]=[O:20])=[CH:14][C:13]=1[C:21]([F:24])([F:23])[F:22].[H-].[Na+].Cl. Given the product [Cl:11][C:12]1[CH:17]=[CH:16][C:15]([NH:18][C:19]([CH:3]2[C:4](=[O:9])[CH:5]3[CH2:8][CH:1]([CH2:7][CH2:6]3)[C:2]2=[O:10])=[O:20])=[CH:14][C:13]=1[C:21]([F:22])([F:23])[F:24], predict the reactants needed to synthesize it.